This data is from Full USPTO retrosynthesis dataset with 1.9M reactions from patents (1976-2016). The task is: Predict the reactants needed to synthesize the given product. (1) The reactants are: Cl[CH2:2][CH2:3][O:4][C:5]1[CH:10]=[CH:9][C:8]([CH2:11][C:12]2[CH:17]=[CH:16][CH:15]=[CH:14][CH:13]=2)=[CH:7][CH:6]=1.[I-:18].[Na+].O. Given the product [I:18][CH2:2][CH2:3][O:4][C:5]1[CH:10]=[CH:9][C:8]([CH2:11][C:12]2[CH:17]=[CH:16][CH:15]=[CH:14][CH:13]=2)=[CH:7][CH:6]=1, predict the reactants needed to synthesize it. (2) Given the product [CH2:29]([O:9][P:8]([CH2:7][CH2:1][CH2:2][N:3]([CH:4]=[O:5])[OH:6])(=[O:11])[O:10][CH2:29][CH2:28][CH2:27][CH2:26][CH2:25][CH2:24][CH2:23][CH2:22][CH2:21][CH2:20][CH2:19][CH2:18][CH2:17][CH2:16][CH2:15][CH2:14][CH2:13][CH3:12])[CH2:28][CH2:27][CH2:26][CH2:25][CH2:24][CH2:23][CH2:22][CH2:21][CH2:20][CH2:19][CH2:18][CH2:17][CH2:16][CH2:15][CH2:14][CH2:13][CH3:12], predict the reactants needed to synthesize it. The reactants are: [CH2:1]([CH2:7][P:8]([OH:11])([OH:10])=[O:9])[CH2:2][N:3]([OH:6])[CH:4]=[O:5].[CH2:12](OC(O[CH2:29][CH2:28][CH2:27][CH2:26][CH2:25][CH2:24][CH2:23][CH2:22][CH2:21][CH2:20][CH2:19][CH2:18][CH2:17][CH2:16][CH2:15][CH2:14][CH2:13][CH3:12])O[CH2:29][CH2:28][CH2:27][CH2:26][CH2:25][CH2:24][CH2:23][CH2:22][CH2:21][CH2:20][CH2:19][CH2:18][CH2:17][CH2:16][CH2:15][CH2:14][CH2:13][CH3:12])[CH2:13][CH2:14][CH2:15][CH2:16][CH2:17][CH2:18][CH2:19][CH2:20][CH2:21][CH2:22][CH2:23][CH2:24][CH2:25][CH2:26][CH2:27][CH2:28][CH3:29]. (3) The reactants are: [CH3:1][NH:2][CH2:3][C@H:4]1[O:8][C@@H:7]([N:9]2[C:18]3[N:17]=[CH:16][N:15]=[C:13]([NH2:14])[C:12]=3[N:11]=[C:10]2[CH3:19])[C@H:6]([OH:20])[C@@H:5]1[OH:21].Cl[CH2:23][CH2:24][C:25]([O:27][CH2:28][CH3:29])=[O:26].CCN(C(C)C)C(C)C. Given the product [C:25]([CH2:24][CH2:23][N:2]([CH3:1])[CH2:3][C@H:4]1[O:8][C@@H:7]([N:9]2[C:18]3[N:17]=[CH:16][N:15]=[C:13]([NH2:14])[C:12]=3[N:11]=[C:10]2[CH3:19])[C@H:6]([OH:20])[C@@H:5]1[OH:21])([O:27][CH2:28][CH3:29])=[O:26], predict the reactants needed to synthesize it. (4) Given the product [C:5](=[O:11])([O:6][CH2:7][CH2:19][Si:14]([CH3:13])([CH3:15])[CH3:18])[O:4][N:21]1[C:26](=[O:27])[CH2:25][CH2:24][C:22]1=[O:23], predict the reactants needed to synthesize it. The reactants are: ClC(Cl)([O:4][C:5](=[O:11])[O:6][C:7](Cl)(Cl)Cl)Cl.[CH3:13][Si:14]([CH3:19])([CH3:18])[CH2:15]CO.O[N:21]1[C:26](=[O:27])[CH2:25][CH2:24][C:22]1=[O:23]. (5) Given the product [Cl:1][C:2]1[CH:15]=[CH:14][C:5]([CH2:6][N:7]2[CH2:12][CH2:11][CH:10]([NH:13][C:26](=[O:27])[C:25]3[CH:29]=[CH:30][C:22]([CH:19]([CH3:20])[CH3:21])=[CH:23][CH:24]=3)[CH2:9][CH2:8]2)=[CH:4][C:3]=1[O:16][CH2:17][CH3:18], predict the reactants needed to synthesize it. The reactants are: [Cl:1][C:2]1[CH:15]=[CH:14][C:5]([CH2:6][N:7]2[CH2:12][CH2:11][CH:10]([NH2:13])[CH2:9][CH2:8]2)=[CH:4][C:3]=1[O:16][CH2:17][CH3:18].[CH:19]([C:22]1[CH:30]=[CH:29][C:25]([C:26](O)=[O:27])=[CH:24][CH:23]=1)([CH3:21])[CH3:20]. (6) Given the product [CH2:20]([O:27][C@@H:28]1[C@@H:34]([O:35][CH2:36][C:37]2[CH:38]=[CH:39][CH:40]=[CH:41][CH:42]=2)[C@H:33]([O:43][CH2:44][C:45]2[CH:50]=[CH:49][CH:48]=[CH:47][CH:46]=2)[C@@H:32]([CH2:51][O:52][CH2:53][C:54]2[CH:55]=[CH:56][CH:57]=[CH:58][CH:59]=2)[O:31][C:29]1([C:60]1[CH:65]=[C:64]([CH:66]([C:2]2[CH:7]=[CH:6][C:5]([Br:8])=[CH:4][CH:3]=2)[OH:67])[C:63]([CH3:68])=[CH:62][C:61]=1[O:69][CH2:70][C:71]1[CH:72]=[CH:73][CH:74]=[CH:75][CH:76]=1)[OH:30])[C:21]1[CH:26]=[CH:25][CH:24]=[CH:23][CH:22]=1, predict the reactants needed to synthesize it. The reactants are: Br[C:2]1[CH:7]=[CH:6][C:5]([Br:8])=[CH:4][CH:3]=1.C([Li])CCC.CCCCCC.[CH2:20]([O:27][C@@H:28]1[C@@H:34]([O:35][CH2:36][C:37]2[CH:42]=[CH:41][CH:40]=[CH:39][CH:38]=2)[C@H:33]([O:43][CH2:44][C:45]2[CH:50]=[CH:49][CH:48]=[CH:47][CH:46]=2)[C@@H:32]([CH2:51][O:52][CH2:53][C:54]2[CH:59]=[CH:58][CH:57]=[CH:56][CH:55]=2)[O:31][C:29]1([C:60]1[CH:65]=[C:64]([CH:66]=[O:67])[C:63]([CH3:68])=[CH:62][C:61]=1[O:69][CH2:70][C:71]1[CH:76]=[CH:75][CH:74]=[CH:73][CH:72]=1)[OH:30])[C:21]1[CH:26]=[CH:25][CH:24]=[CH:23][CH:22]=1.[Cl-].[NH4+]. (7) Given the product [CH3:1][C:2]1[NH:3][C:4]2[CH2:10][CH:9]([CH3:11])[CH:8]([CH3:12])[CH2:7][C:5]=2[N:6]=1, predict the reactants needed to synthesize it. The reactants are: [CH3:1][C:2]1[NH:3][C:4]2[CH:10]=[C:9]([CH3:11])[C:8]([CH3:12])=[CH:7][C:5]=2[N:6]=1.[H][H].